Dataset: Full USPTO retrosynthesis dataset with 1.9M reactions from patents (1976-2016). Task: Predict the reactants needed to synthesize the given product. (1) Given the product [Cl:1][C:2]1[CH:3]=[C:4]([C@@H:9]([OH:15])[CH2:10][N:11]([CH2:12][CH2:13][OH:14])[C:21](=[O:22])[O:20][C:17]([CH3:19])([CH3:18])[CH3:16])[CH:5]=[CH:6][C:7]=1[Cl:8], predict the reactants needed to synthesize it. The reactants are: [Cl:1][C:2]1[CH:3]=[C:4]([C@@H:9]([OH:15])[CH2:10][NH:11][CH2:12][CH2:13][OH:14])[CH:5]=[CH:6][C:7]=1[Cl:8].[CH3:16][C:17]([O:20][C:21](O[C:21]([O:20][C:17]([CH3:19])([CH3:18])[CH3:16])=[O:22])=[O:22])([CH3:19])[CH3:18]. (2) Given the product [CH2:25]([O:27][C:28](=[O:48])[CH2:29][C:30]1([C:33]2[CH:38]=[CH:37][C:36]([C:2]3[CH:7]=[CH:6][C:5]([C:8]4[O:12][N:11]=[C:10]([CH3:13])[C:9]=4[CH:14]([OH:24])[CH2:15]/[CH:16]=[CH:17]/[C:18]4[CH:23]=[CH:22][CH:21]=[CH:20][CH:19]=4)=[CH:4][CH:3]=3)=[CH:35][CH:34]=2)[CH2:32][CH2:31]1)[CH3:26], predict the reactants needed to synthesize it. The reactants are: Br[C:2]1[CH:7]=[CH:6][C:5]([C:8]2[O:12][N:11]=[C:10]([CH3:13])[C:9]=2[CH:14]([OH:24])[CH2:15]/[CH:16]=[CH:17]/[C:18]2[CH:23]=[CH:22][CH:21]=[CH:20][CH:19]=2)=[CH:4][CH:3]=1.[CH2:25]([O:27][C:28](=[O:48])[CH2:29][C:30]1([C:33]2[CH:38]=[CH:37][C:36](B3OC(C)(C)C(C)(C)O3)=[CH:35][CH:34]=2)[CH2:32][CH2:31]1)[CH3:26].